Dataset: NCI-60 drug combinations with 297,098 pairs across 59 cell lines. Task: Regression. Given two drug SMILES strings and cell line genomic features, predict the synergy score measuring deviation from expected non-interaction effect. (1) Synergy scores: CSS=-0.591, Synergy_ZIP=1.30, Synergy_Bliss=2.40, Synergy_Loewe=-0.556, Synergy_HSA=-0.135. Drug 2: C(CN)CNCCSP(=O)(O)O. Drug 1: CC1CCC2CC(C(=CC=CC=CC(CC(C(=O)C(C(C(=CC(C(=O)CC(OC(=O)C3CCCCN3C(=O)C(=O)C1(O2)O)C(C)CC4CCC(C(C4)OC)OCCO)C)C)O)OC)C)C)C)OC. Cell line: OVCAR-4. (2) Drug 1: C1=CN(C=N1)CC(O)(P(=O)(O)O)P(=O)(O)O. Drug 2: CC(C)NC(=O)C1=CC=C(C=C1)CNNC.Cl. Cell line: CAKI-1. Synergy scores: CSS=-4.22, Synergy_ZIP=0.0318, Synergy_Bliss=-4.79, Synergy_Loewe=-7.11, Synergy_HSA=-6.97.